Dataset: Reaction yield outcomes from USPTO patents with 853,638 reactions. Task: Predict the reaction yield, written as a fraction of the theoretical maximum amount of product (1.0 means a 100% yield; for example, 0.34 means a 34% yield). (1) The reactants are [Cl:1][C:2]1[CH:12]=[C:11]([Cl:13])[CH:10]=[CH:9][C:3]=1[O:4][CH2:5][C:6]([OH:8])=O.[CH3:14][O:15][C:16](=[O:24])[C:17]1[CH:22]=[CH:21][C:20]([NH2:23])=[CH:19][CH:18]=1.F[P-](F)(F)(F)(F)F.N1(O[P+](N2CCCC2)(N2CCCC2)N2CCCC2)C2C=CC=CC=2N=N1. The catalyst is CN(C)C1C=CN=CC=1.CN(C=O)C. The product is [CH3:14][O:15][C:16](=[O:24])[C:17]1[CH:22]=[CH:21][C:20]([NH:23][C:6](=[O:8])[CH2:5][O:4][C:3]2[CH:9]=[CH:10][C:11]([Cl:13])=[CH:12][C:2]=2[Cl:1])=[CH:19][CH:18]=1. The yield is 0.958. (2) The reactants are FC(F)(F)C(O)=O.[O:8]1[C:12]2[CH:13]=[CH:14][CH:15]=[CH:16][C:11]=2[NH:10][C:9]1=[C:17]([C:37]#[N:38])[C:18]1[C:23]([CH3:24])=[CH:22][N:21]=[C:20]([NH:25][CH2:26][C:27]2[CH:36]=[CH:35][C:30]([C:31]([O:33]C)=[O:32])=[CH:29][CH:28]=2)[N:19]=1.[OH-].[Na+]. The catalyst is CCO. The product is [O:8]1[C:12]2[CH:13]=[CH:14][CH:15]=[CH:16][C:11]=2[NH:10][C:9]1=[C:17]([C:37]#[N:38])[C:18]1[C:23]([CH3:24])=[CH:22][N:21]=[C:20]([NH:25][CH2:26][C:27]2[CH:28]=[CH:29][C:30]([C:31]([OH:33])=[O:32])=[CH:35][CH:36]=2)[N:19]=1. The yield is 0.920. (3) The reactants are [N+:1]([C:4]1[C:12]([NH:13]C(=O)C)=[CH:11][CH:10]=[C:9]2[C:5]=1[CH:6]=[N:7][NH:8]2)([O-:3])=[O:2]. The catalyst is OS(O)(=O)=O. The product is [N+:1]([C:4]1[C:12]([NH2:13])=[CH:11][CH:10]=[C:9]2[C:5]=1[CH:6]=[N:7][NH:8]2)([O-:3])=[O:2]. The yield is 0.736. (4) The reactants are [H-].[Na+].[N:3]1([CH2:8][CH2:9][CH2:10][O:11][C:12]2[CH:17]=[CH:16][C:15]([CH2:18][C:19]#[N:20])=[CH:14][CH:13]=2)[CH2:7][CH2:6][CH2:5][CH2:4]1.Br[CH2:22][CH2:23][O:24][CH2:25][CH2:26]Br. The catalyst is CN(C=O)C. The product is [N:3]1([CH2:8][CH2:9][CH2:10][O:11][C:12]2[CH:13]=[CH:14][C:15]([C:18]3([C:19]#[N:20])[CH2:26][CH2:25][O:24][CH2:23][CH2:22]3)=[CH:16][CH:17]=2)[CH2:4][CH2:5][CH2:6][CH2:7]1. The yield is 0.670. (5) The reactants are [C:1]([O:5][C:6](=[O:22])[N:7]([C@H:9]1[C@H:13]([C:14]2[CH:19]=[CH:18][C:17]([Cl:20])=[C:16]([Cl:21])[CH:15]=2)[CH2:12][NH:11][CH2:10]1)[CH3:8])([CH3:4])([CH3:3])[CH3:2].C(N(CC)CC)C.[C:30]([C:32]1[CH:40]=[CH:39][C:35]([C:36](Cl)=[O:37])=[CH:34][CH:33]=1)#[N:31]. The catalyst is C(Cl)Cl. The product is [C:1]([O:5][C:6](=[O:22])[N:7]([C@H:9]1[C@H:13]([C:14]2[CH:19]=[CH:18][C:17]([Cl:20])=[C:16]([Cl:21])[CH:15]=2)[CH2:12][N:11]([C:36](=[O:37])[C:35]2[CH:39]=[CH:40][C:32]([C:30]#[N:31])=[CH:33][CH:34]=2)[CH2:10]1)[CH3:8])([CH3:4])([CH3:2])[CH3:3]. The yield is 0.980. (6) The reactants are [CH2:1]([C:4]1[CH:9]=[CH:8][CH:7]=[CH:6][C:5]=1[OH:10])[CH:2]=[CH2:3].Cl[Sn](Cl)(Cl)Cl.[I:16]I. The product is [I:16][CH2:3][CH:2]1[CH2:1][C:4]2[CH:9]=[CH:8][CH:7]=[CH:6][C:5]=2[O:10]1. The yield is 0.360. The catalyst is ClCCl.